This data is from Reaction yield outcomes from USPTO patents with 853,638 reactions. The task is: Predict the reaction yield, written as a fraction of the theoretical maximum amount of product (1.0 means a 100% yield; for example, 0.34 means a 34% yield). (1) The reactants are [CH:1]1[C:9]2[C:8]3[CH:10]=[CH:11][CH:12]=[CH:13][C:7]=3[O:6][C:5]=2[CH:4]=[CH:3][CH:2]=1.C(O)(=O)C.[Br:18]Br. The catalyst is O. The product is [Br:18][C:2]1[CH:3]=[CH:4][C:5]2[O:6][C:7]3[CH:13]=[CH:12][CH:11]=[CH:10][C:8]=3[C:9]=2[CH:1]=1. The yield is 0.310. (2) The reactants are [Br:1][C:2]1[CH:9]=[CH:8][C:5]([CH:6]=[O:7])=[C:4](F)[CH:3]=1.[CH3:11][O-:12].[Na+]. The catalyst is CO. The product is [Br:1][C:2]1[CH:9]=[CH:8][C:5]([CH:6]=[O:7])=[C:4]([O:12][CH3:11])[CH:3]=1. The yield is 0.620.